Task: Predict which catalyst facilitates the given reaction.. Dataset: Catalyst prediction with 721,799 reactions and 888 catalyst types from USPTO (1) Reactant: [C:1]([O:5][C:6]([NH:8][C@H:9]1[CH2:27][C:26]2[CH:28]=[C:22]([CH:23]=[CH:24][C:25]=2[OH:29])[C:21]2=[CH:30][C:17](=[CH:18][CH:19]=[CH:20]2)[CH2:16][C@@H:15]([C:31](O)=[O:32])[N:14]([CH3:34])[C:13](=[O:35])[C@H:12]([CH2:36][CH2:37][CH2:38][NH:39][C:40]([O:42][C:43]([CH3:46])([CH3:45])[CH3:44])=[O:41])[NH:11][C:10]1=[O:47])=[O:7])([CH3:4])([CH3:3])[CH3:2].[C:48]([O:52][C:53]([NH:55][C@H:56]([C:61]([NH:63][CH2:64][CH2:65][NH:66][C:67]([O:69][C:70]([CH3:73])([CH3:72])[CH3:71])=[O:68])=[O:62])[CH2:57][CH2:58][CH2:59][NH2:60])=[O:54])([CH3:51])([CH3:50])[CH3:49].C(Cl)CCl.C1C=CC2N(O)N=NC=2C=1. Product: [C:48]([O:52][C:53]([NH:55][C@@H:56]([CH2:57][CH2:58][CH2:59][NH:60][C:31]([C@H:15]1[N:14]([CH3:34])[C:13](=[O:35])[C@H:12]([CH2:36][CH2:37][CH2:38][NH:39][C:40]([O:42][C:43]([CH3:46])([CH3:45])[CH3:44])=[O:41])[NH:11][C:10](=[O:47])[C@@H:9]([NH:8][C:6]([O:5][C:1]([CH3:4])([CH3:3])[CH3:2])=[O:7])[CH2:27][C:26]2[CH:28]=[C:22]([CH:23]=[CH:24][C:25]=2[OH:29])[C:21]2=[CH:30][C:17](=[CH:18][CH:19]=[CH:20]2)[CH2:16]1)=[O:32])[C:61]([NH:63][CH2:64][CH2:65][NH:66][C:67](=[O:68])[O:69][C:70]([CH3:73])([CH3:72])[CH3:71])=[O:62])=[O:54])([CH3:51])([CH3:50])[CH3:49]. The catalyst class is: 3. (2) Reactant: [CH2:1]([CH:3]([CH2:18][CH3:19])[CH2:4][NH:5][C:6]1[C:11]([C:12]([O:14]C)=[O:13])=[CH:10][N:9]=[C:8]([S:16][CH3:17])[N:7]=1)[CH3:2].C(O)C.[OH-].[Na+]. Product: [CH2:18]([CH:3]([CH2:1][CH3:2])[CH2:4][NH:5][C:6]1[C:11]([C:12]([OH:14])=[O:13])=[CH:10][N:9]=[C:8]([S:16][CH3:17])[N:7]=1)[CH3:19]. The catalyst class is: 6. (3) Reactant: [C:1](=[O:4])([O-])[O-:2].[NH4+].[NH4+].[Na].S(O)(O)(=O)=O.[CH2:13](O[CH2:13][CH2:14][CH2:15][CH2:16][CH2:17][CH2:18][CH2:19]CCCCCC)[CH2:14][CH2:15][CH2:16][CH2:17][CH2:18][CH2:19]CCCCCC.C(OCC(CC)CCCC)(=O)C=C.C(OC)(=O)C(C)=C.C(#N)C=C.C(O)(=O)C(C)=C.S(OOS([O-])(=O)=O)([O-])(=O)=O.[NH4+].[NH4+].C(C1C=CC=CC=1)(=O)C1C=CC=CC=1. Product: [CH3:13][CH2:14][CH2:15][CH2:16][CH:17]([C:1]([OH:2])=[O:4])[CH2:18][CH3:19]. The catalyst class is: 6.